The task is: Predict the product of the given reaction.. This data is from Forward reaction prediction with 1.9M reactions from USPTO patents (1976-2016). Given the reactants FC(F)(F)S(O[C:7]1[CH2:18][CH2:17][C:10]2([O:14][CH2:13][C:12]([CH3:16])([CH3:15])[CH2:11]2)[CH2:9][CH:8]=1)(=O)=O.[CH3:21][C:22]1([CH3:38])[C:26]([CH3:28])([CH3:27])[O:25][B:24]([B:24]2[O:25][C:26]([CH3:28])([CH3:27])[C:22]([CH3:38])([CH3:21])[O:23]2)[O:23]1.C([O-])(=O)C.[K+], predict the reaction product. The product is: [CH3:15][C:12]1([CH3:16])[CH2:11][C:10]2([CH2:17][CH2:18][C:7]([B:24]3[O:25][C:26]([CH3:28])([CH3:27])[C:22]([CH3:38])([CH3:21])[O:23]3)=[CH:8][CH2:9]2)[O:14][CH2:13]1.